Dataset: Peptide-MHC class I binding affinity with 185,985 pairs from IEDB/IMGT. Task: Regression. Given a peptide amino acid sequence and an MHC pseudo amino acid sequence, predict their binding affinity value. This is MHC class I binding data. (1) The peptide sequence is LVMAPRTVL. The MHC is HLA-B07:02 with pseudo-sequence HLA-B07:02. The binding affinity (normalized) is 0.521. (2) The peptide sequence is KQINPPTVY. The MHC is HLA-B48:01 with pseudo-sequence HLA-B48:01. The binding affinity (normalized) is 0.0847. (3) The peptide sequence is FIPAPPSHV. The MHC is Mamu-A01 with pseudo-sequence Mamu-A01. The binding affinity (normalized) is 0.186. (4) The peptide sequence is CSEYVKDIY. The binding affinity (normalized) is 0.0847. The MHC is HLA-A03:01 with pseudo-sequence HLA-A03:01. (5) The peptide sequence is YMREVGAAL. The MHC is HLA-C06:02 with pseudo-sequence HLA-C06:02. The binding affinity (normalized) is 0.236. (6) The binding affinity (normalized) is 0.827. The peptide sequence is KVMGITAEW. The MHC is HLA-B57:01 with pseudo-sequence HLA-B57:01. (7) The peptide sequence is IAYVNHRFI. The MHC is H-2-Db with pseudo-sequence H-2-Db. The binding affinity (normalized) is 0.676.